From a dataset of Catalyst prediction with 721,799 reactions and 888 catalyst types from USPTO. Predict which catalyst facilitates the given reaction. Reactant: Br[C:2]1[C:3]2[C:8]([C:9]([C:16]3[CH:21]=[CH:20][CH:19]=[CH:18][CH:17]=3)=[C:10]3[C:15]=1[CH:14]=[CH:13][CH:12]=[CH:11]3)=[CH:7][CH:6]=[CH:5][CH:4]=2.[Li]CCCC.[I:27]I.S([O-])([O-])(=O)=S.[Na+].[Na+]. Product: [I:27][C:2]1[C:3]2[C:8]([C:9]([C:16]3[CH:21]=[CH:20][CH:19]=[CH:18][CH:17]=3)=[C:10]3[C:15]=1[CH:14]=[CH:13][CH:12]=[CH:11]3)=[CH:7][CH:6]=[CH:5][CH:4]=2. The catalyst class is: 1.